Dataset: Forward reaction prediction with 1.9M reactions from USPTO patents (1976-2016). Task: Predict the product of the given reaction. (1) The product is: [Cl:1][C:2]1[CH:7]=[CH:6][CH:5]=[CH:4][C:3]=1[C@H:8]([O:10][C:11]1[CH:15]=[C:14]([N:16]2[C:20]3[CH:21]=[C:22]([C:25]([F:33])([F:32])[CH:26]4[CH2:27][CH2:28][N:29]([CH:38]([CH3:40])[CH3:39])[CH2:30][CH2:31]4)[CH:23]=[CH:24][C:19]=3[N:18]=[CH:17]2)[S:13][C:12]=1[C:34]([NH2:36])=[O:35])[CH3:9]. Given the reactants [Cl:1][C:2]1[CH:7]=[CH:6][CH:5]=[CH:4][C:3]=1[C@H:8]([O:10][C:11]1[CH:15]=[C:14]([N:16]2[C:20]3[CH:21]=[C:22]([C:25]([F:33])([F:32])[CH:26]4[CH2:31][CH2:30][NH:29][CH2:28][CH2:27]4)[CH:23]=[CH:24][C:19]=3[N:18]=[CH:17]2)[S:13][C:12]=1[C:34]([NH2:36])=[O:35])[CH3:9].Br[CH:38]([CH3:40])[CH3:39].C(=O)([O-])[O-].[Na+].[Na+], predict the reaction product. (2) Given the reactants [Si]([O:8][CH:9]([C:22]1[O:23][C:24]([C:27]2[N:36]=[CH:35][CH:34]=[CH:33][C:28]=2[C:29]([O:31][CH3:32])=[O:30])=[CH:25][N:26]=1)[CH2:10][CH2:11][CH2:12][CH2:13][CH2:14][CH2:15][C:16]1[CH:21]=[CH:20][CH:19]=[CH:18][CH:17]=1)(C(C)(C)C)(C)C.[Si](OC(C1OC([Sn](CCCC)(CCCC)CCCC)=CN=1)CCCCCCC1C=CC=CC=1)(C(C)(C)C)(C)C.ClC1N=CC=CC=1C(OC)=O, predict the reaction product. The product is: [C:16]1([CH2:15][CH2:14][CH2:13][CH2:12][CH2:11][CH2:10][C:9]([C:22]2[O:23][C:24]([C:27]3[N:36]=[CH:35][CH:34]=[CH:33][C:28]=3[C:29]([O:31][CH3:32])=[O:30])=[CH:25][N:26]=2)=[O:8])[CH:21]=[CH:20][CH:19]=[CH:18][CH:17]=1. (3) Given the reactants [NH2:1][C:2]1[S:6][C:5]2[CH2:7][CH2:8][CH2:9][CH2:10][C:4]=2[C:3]=1[C:11]#[N:12].[C:13]([N:21]=[C:22]=[S:23])(=[O:20])[C:14]1[CH:19]=[CH:18][CH:17]=[CH:16][CH:15]=1, predict the reaction product. The product is: [C:11]([C:3]1[C:4]2[CH2:10][CH2:9][CH2:8][CH2:7][C:5]=2[S:6][C:2]=1[NH:1][C:22]([NH:21][C:13](=[O:20])[C:14]1[CH:15]=[CH:16][CH:17]=[CH:18][CH:19]=1)=[S:23])#[N:12].